Dataset: Reaction yield outcomes from USPTO patents with 853,638 reactions. Task: Predict the reaction yield, written as a fraction of the theoretical maximum amount of product (1.0 means a 100% yield; for example, 0.34 means a 34% yield). (1) The reactants are N#N.Br[C:4]1[CH:9]=[CH:8][CH:7]=[CH:6][C:5]=1[CH2:10][CH3:11].[O:12]1[CH2:14][CH2:13]1. The catalyst is C1COCC1. The product is [CH2:10]([C:5]1[CH:6]=[CH:7][CH:8]=[CH:9][C:4]=1[CH2:14][CH2:13][OH:12])[CH3:11]. The yield is 0.630. (2) The reactants are [H-].[Na+].[Br:3][C:4]1[CH:5]=[C:6]2[C:10](=[CH:11][CH:12]=1)[NH:9][CH:8]=[CH:7]2.S(O[CH2:24][CH:25]1[CH2:29][CH2:28][N:27]([C:30]([O:32][CH2:33][C:34]2[CH:39]=[CH:38][CH:37]=[CH:36][CH:35]=2)=[O:31])[CH2:26]1)(C1C=CC(C)=CC=1)(=O)=O.C(OCC)(=O)C.CCCCCC. The catalyst is CN(C=O)C. The product is [Br:3][C:4]1[CH:5]=[C:6]2[C:10](=[CH:11][CH:12]=1)[N:9]([CH2:24][CH:25]1[CH2:29][CH2:28][N:27]([C:30]([O:32][CH2:33][C:34]3[CH:39]=[CH:38][CH:37]=[CH:36][CH:35]=3)=[O:31])[CH2:26]1)[CH:8]=[CH:7]2. The yield is 0.650.